Dataset: Kir2.1 potassium channel HTS with 301,493 compounds. Task: Binary Classification. Given a drug SMILES string, predict its activity (active/inactive) in a high-throughput screening assay against a specified biological target. (1) The compound is O=C(NC1CC(NC(C1)(C)C)(C)C)C1C(CCCC1)C(O)=O. The result is 0 (inactive). (2) The compound is S1C2N(CCNC32CCCCC3)C(=O)C1. The result is 0 (inactive). (3) The molecule is S1(=O)(=O)CC(N(CC(C)C)C(=O)COC(=O)c2c(n(c(c2)C)c2ccc(cc2)C)C)CC1. The result is 0 (inactive).